This data is from Forward reaction prediction with 1.9M reactions from USPTO patents (1976-2016). The task is: Predict the product of the given reaction. (1) Given the reactants [NH2:1][C:2]1[N:3]=[C:4]([NH2:31])[C:5]2[C:10]([CH2:11][CH2:12][CH2:13][C:14]3SC=[C:16]([C:19]([NH:21][C@@H:22]([CH2:26][CH2:27][C:28]([OH:30])=[O:29])[C:23]([OH:25])=[O:24])=[O:20])[CH:15]=3)=[CH:9][O:8][C:6]=2[N:7]=1.C(OC(=O)[C@@H](NC(C1C=C(CCCC2C3C(N)=NC(N)=NC=3OC=2)[S:49][CH:48]=1)=O)CCC(OCC)=O)C.[OH-].[Na+].C(Cl)(Cl)Cl.CO, predict the reaction product. The product is: [NH2:1][C:2]1[N:3]=[C:4]([NH2:31])[C:5]2[C:10]([CH2:11][CH2:12][CH2:13][C:14]3[CH:15]=[C:16]([C:19]([NH:21][C@@H:22]([CH2:26][CH2:27][C:28]([OH:30])=[O:29])[C:23]([OH:25])=[O:24])=[O:20])[S:49][CH:48]=3)=[CH:9][O:8][C:6]=2[N:7]=1. (2) Given the reactants [N:1]1[CH:6]=[CH:5][CH:4]=[CH:3][C:2]=1[CH2:7][CH2:8][CH2:9][CH2:10][C:11]([OH:13])=O.S(Cl)(Cl)=O.Cl.[NH2:19][C:20]1[C:28]([OH:29])=[C:27]2[C:23]([CH2:24][CH2:25][CH:26]2[CH2:30][CH2:31][NH:32][C:33](=[O:35])[CH3:34])=[CH:22][CH:21]=1.O, predict the reaction product. The product is: [C:33]([NH:32][CH2:31][CH2:30][CH:26]1[C:27]2[C:23](=[CH:22][CH:21]=[C:20]([NH:19][C:11](=[O:13])[CH2:10][CH2:9][CH2:8][CH2:7][C:2]3[CH:3]=[CH:4][CH:5]=[CH:6][N:1]=3)[C:28]=2[OH:29])[CH2:24][CH2:25]1)(=[O:35])[CH3:34]. (3) The product is: [F:11][C:9]1[CH:10]=[C:2]([OH:26])[C:3]2[CH:4]=[CH:5][N:6]([C:12]3[CH:17]=[CH:16][C:15]([O:18][CH2:19][C:20]4[CH:21]=[CH:22][CH:23]=[CH:24][CH:25]=4)=[CH:14][CH:13]=3)[C:7]=2[CH:8]=1. Given the reactants Br[C:2]1[CH:10]=[C:9]([F:11])[CH:8]=[C:7]2[C:3]=1[CH:4]=[CH:5][N:6]2[C:12]1[CH:17]=[CH:16][C:15]([O:18][CH2:19][C:20]2[CH:25]=[CH:24][CH:23]=[CH:22][CH:21]=2)=[CH:14][CH:13]=1.[OH-:26].[K+].P.CC(P(C(C)(C)C)C1C=CC=CC=1C1C(C(C)C)=CC(C(C)C)=CC=1C(C)C)(C)C, predict the reaction product. (4) Given the reactants [C:1]1([C:7]#[C:8][C:9]2[N:13]3[CH:14]=[CH:15][CH:16]=[CH:17][C:12]3=[N:11][C:10]=2[CH2:18][OH:19])[CH:6]=[CH:5][CH:4]=[CH:3][CH:2]=1.C(N(CC)CC)C.Cl[C:28]([O:30][CH2:31][CH:32]([CH3:34])[CH3:33])=[O:29], predict the reaction product. The product is: [C:28](=[O:29])([O:19][CH2:18][C:10]1[N:11]=[C:12]2[CH:17]=[CH:16][CH:15]=[CH:14][N:13]2[C:9]=1[C:8]#[C:7][C:1]1[CH:2]=[CH:3][CH:4]=[CH:5][CH:6]=1)[O:30][CH2:31][CH:32]([CH3:34])[CH3:33]. (5) Given the reactants [CH2:1]([O:8][N:9]([CH2:17][CH2:18][CH2:19][CH2:20][C:21]#[N:22])C(=O)OC(C)(C)C)[C:2]1[CH:7]=[CH:6][CH:5]=[CH:4][CH:3]=1.[ClH:23], predict the reaction product. The product is: [ClH:23].[CH2:1]([O:8][N:9]1[CH2:17][CH2:18][CH2:19][CH2:20][C:21]1=[NH:22])[C:2]1[CH:3]=[CH:4][CH:5]=[CH:6][CH:7]=1. (6) Given the reactants F[C:2]1[CH:7]=[CH:6][C:5]([NH:8][C:9]([NH2:11])=[O:10])=[CH:4][C:3]=1[C:12]([F:15])([F:14])[F:13].[F:16]C1C=C(C(F)(F)F)C=C(C=1)N, predict the reaction product. The product is: [F:16][C:7]1[CH:6]=[C:5]([NH:8][C:9]([NH2:11])=[O:10])[CH:4]=[C:3]([C:12]([F:15])([F:14])[F:13])[CH:2]=1. (7) Given the reactants [F:1][C:2]1[CH:3]=[C:4]([OH:11])[CH:5]=[CH:6][C:7]=1[N+:8]([O-:10])=[O:9].C(=O)([O-])[O-].[K+].[K+].[CH2:18](Br)[C:19]1[CH:24]=[CH:23][CH:22]=[CH:21][CH:20]=1, predict the reaction product. The product is: [CH2:18]([O:11][C:4]1[CH:5]=[CH:6][C:7]([N+:8]([O-:10])=[O:9])=[C:2]([F:1])[CH:3]=1)[C:19]1[CH:24]=[CH:23][CH:22]=[CH:21][CH:20]=1. (8) Given the reactants [Cl:1][C:2]1[CH:7]=[CH:6][C:5]([F:8])=[CH:4][C:3]=1[N:9]1[CH2:15][CH2:14][CH2:13][N:12](C(OC(C)(C)C)=O)[CH2:11][CH2:10]1.Cl.O1CCOCC1, predict the reaction product. The product is: [ClH:1].[Cl:1][C:2]1[CH:7]=[CH:6][C:5]([F:8])=[CH:4][C:3]=1[N:9]1[CH2:15][CH2:14][CH2:13][NH:12][CH2:11][CH2:10]1. (9) Given the reactants C[O:2][C:3](=O)[C:4]1[CH:9]=[C:8]([C:10]2[CH:15]=[C:14]([S:16][CH2:17][CH2:18][NH:19][C:20](=[O:25])[CH2:21][CH2:22][CH2:23][NH2:24])[N:13]=[C:12]([NH2:26])[N:11]=2)[C:7]([CH3:27])=[CH:6][C:5]=1[CH3:28].O.[OH-].[Li+].Cl.C(OCC)(=O)C.Cl.CN(C)CCCN=C=NCC.ON1C2C=CC=CC=2N=N1.C(N(C(C)C)CC)(C)C, predict the reaction product. The product is: [NH2:26][C:12]1[N:13]=[C:14]2[CH:15]=[C:10]([C:8]3[CH:9]=[C:4]([C:3](=[O:2])[NH:24][CH2:23][CH2:22][CH2:21][C:20](=[O:25])[NH:19][CH2:18][CH2:17][S:16]2)[C:5]([CH3:28])=[CH:6][C:7]=3[CH3:27])[N:11]=1.